Task: Regression. Given a target protein amino acid sequence and a drug SMILES string, predict the binding affinity score between them. We predict pKi (pKi = -log10(Ki in M); higher means stronger inhibition). Dataset: bindingdb_ki.. Dataset: Drug-target binding data from BindingDB using Ki measurements The target protein (P68182) has sequence MGNTAIAKKGSEVESVKEFLAKAKEDFLRKWENPPPSNAGLEDFERKKTLGTGSFGRVMLVKHKATEQYYAMKILDKQKVVKLKQIEHTLNEKRILQAVEFPFLVRLEYSFKDNSNLYMVMEYVPGGEMFSHLRRIGRFSEPHARFYAAQIVLTFEYLHSLDLIYRDLKPENLLIDHQGYIQVTDFGFAKRVKGRTWTLCGTPEYLAPEIILSKGYNKAVDWWALGVLIYEMAAGYPPFFADQPIQIYEKIVSGKVRFPSHFSSDLKDLLRNLLQVDLTKRFGNLKNGVSDIKTHKWFATTDWIAIYQRKVEAPFIPKFRGSGDTSNFDDYEEEEIRVSITEKCGKEFCEF. The pKi is 7.3. The compound is O=S(=O)(NCCNC/C=C/c1ccc(Br)cc1)c1cccc2cnccc12.